Dataset: Forward reaction prediction with 1.9M reactions from USPTO patents (1976-2016). Task: Predict the product of the given reaction. (1) Given the reactants [CH3:1][O:2][C:3]1[CH:4]=[C:5]2[C:10](=[CH:11][C:12]=1[O:13][CH3:14])[N:9]=[C:8]([CH3:15])[N:7]=[C:6]2[O:16][C:17]1[CH:22]=[CH:21][C:20]([N+:23]([O-])=O)=[CH:19][CH:18]=1, predict the reaction product. The product is: [CH3:1][O:2][C:3]1[CH:4]=[C:5]2[C:10](=[CH:11][C:12]=1[O:13][CH3:14])[N:9]=[C:8]([CH3:15])[N:7]=[C:6]2[O:16][C:17]1[CH:18]=[CH:19][C:20]([NH2:23])=[CH:21][CH:22]=1. (2) Given the reactants CN(C)CCO[C:6]1[CH:7]=[C:8]([C:12]2[N:16]=[C:15]([CH2:17][CH2:18][C:19]([OH:21])=[O:20])[O:14][N:13]=2)[CH:9]=[CH:10][CH:11]=1.N1(CCOC2C=CC(C3N=C(CCC(O)=O)ON=3)=CC=2)CCOCC1.S1C=CC=C1C1N=C(CCC(O)=O)ON=1.S1C=CC(C2N=C(CCC(O)=O)ON=2)=C1.O1C2C=CC(C3N=C(CCC(O)=O)ON=3)=CC=2CC1.CC1SC=C(C2N=C(CCC(O)=O)ON=2)N=1.COC1N=CC(C2N=C(CCC(O)=O)ON=2)=CC=1.OC1N=CC(C2N=C(CCC(O)=O)ON=2)=CC=1.[N+](C1SC=C(C2N=C(CCC(O)=O)ON=2)C=1)([O-])=O.CC1SC=CC=1C1N=C(CCC(O)=O)ON=1.C(C1SC=CC=1C1N=C(CCC(O)=O)ON=1)C, predict the reaction product. The product is: [C:8]1([C:12]2[N:16]=[C:15]([CH2:17][CH2:18][C:19]([OH:21])=[O:20])[O:14][N:13]=2)[CH:7]=[CH:6][CH:11]=[CH:10][CH:9]=1. (3) Given the reactants Cl[C:2]1[N:3]=[CH:4][C:5]2[CH:10]=[C:9]([C:11]3[CH:16]=[CH:15][CH:14]=[CH:13][C:12]=3[Cl:17])[N:8]([CH2:18][C@@H:19]3[CH2:24][CH2:23][CH2:22][N:21]([C:25]([O:27][C:28]([CH3:31])([CH3:30])[CH3:29])=[O:26])[CH2:20]3)[C:6]=2[N:7]=1.[OH:32][C:33]1[CH:40]=[CH:39][C:36]([CH2:37][NH2:38])=[CH:35][CH:34]=1.CCN(C(C)C)C(C)C, predict the reaction product. The product is: [Cl:17][C:12]1[CH:13]=[CH:14][CH:15]=[CH:16][C:11]=1[C:9]1[N:8]([CH2:18][C@@H:19]2[CH2:24][CH2:23][CH2:22][N:21]([C:25]([O:27][C:28]([CH3:29])([CH3:31])[CH3:30])=[O:26])[CH2:20]2)[C:6]2[N:7]=[C:2]([NH:38][CH2:37][C:36]3[CH:39]=[CH:40][C:33]([OH:32])=[CH:34][CH:35]=3)[N:3]=[CH:4][C:5]=2[CH:10]=1. (4) Given the reactants [CH3:1][O:2][C:3]1[CH:4]=[CH:5][CH:6]=[C:7]2[C:12]=1[N:11]=[C:10]([Cl:13])[CH:9]=[CH:8]2.[Br:14]Br.[O-]S([O-])(=S)=O.[Na+].[Na+].CCOC(C)=O, predict the reaction product. The product is: [Br:14][C:6]1[CH:5]=[CH:4][C:3]([O:2][CH3:1])=[C:12]2[C:7]=1[CH:8]=[CH:9][C:10]([Cl:13])=[N:11]2. (5) Given the reactants [Br:1][C:2]1[CH:7]=[CH:6][C:5](I)=[CH:4][C:3]=1[F:9].[C:10]([NH:14][S:15]([C:18]1[CH:23]=[CH:22][CH:21]=[CH:20][C:19]=1B(O)O)(=[O:17])=[O:16])([CH3:13])([CH3:12])[CH3:11].C([O-])([O-])=O.[Na+].[Na+].C(Cl)Cl, predict the reaction product. The product is: [Br:1][C:2]1[CH:7]=[CH:6][C:5]([C:19]2[C:18]([S:15]([NH:14][C:10]([CH3:13])([CH3:12])[CH3:11])(=[O:16])=[O:17])=[CH:23][CH:22]=[CH:21][CH:20]=2)=[CH:4][C:3]=1[F:9]. (6) Given the reactants [Cl:1][C:2]1[CH:7]=[CH:6][C:5]([CH:8]2[O:14][CH2:13][CH2:12][N:11](C(OC(C)(C)C)=O)[CH2:10][CH:9]2[CH2:22][OH:23])=[CH:4][C:3]=1[F:24].Cl.C(O)C, predict the reaction product. The product is: [ClH:1].[Cl:1][C:2]1[CH:7]=[CH:6][C:5]([CH:8]2[O:14][CH2:13][CH2:12][NH:11][CH2:10][CH:9]2[CH2:22][OH:23])=[CH:4][C:3]=1[F:24]. (7) Given the reactants [Cl:1][C:2]1[CH:7]=[CH:6][CH:5]=[C:4]([N:8]=[C:9]=[O:10])[CH:3]=1.[NH2:11][C:12]1[CH:17]=[CH:16][C:15]([C:18]2[O:22][C:21]([C:23]([NH:25][CH:26]([CH:31]([CH3:33])[CH3:32])[C:27]([O:29][CH3:30])=[O:28])=[O:24])=[N:20][CH:19]=2)=[CH:14][CH:13]=1, predict the reaction product. The product is: [Cl:1][C:2]1[CH:3]=[C:4]([NH:8][C:9](=[O:10])[NH:11][C:12]2[CH:17]=[CH:16][C:15]([C:18]3[O:22][C:21]([C:23]([NH:25][C@@H:26]([CH:31]([CH3:33])[CH3:32])[C:27]([O:29][CH3:30])=[O:28])=[O:24])=[N:20][CH:19]=3)=[CH:14][CH:13]=2)[CH:5]=[CH:6][CH:7]=1.